Task: Binary Classification. Given a drug SMILES string, predict its activity (active/inactive) in a high-throughput screening assay against a specified biological target.. Dataset: Cav3 T-type calcium channel HTS with 100,875 compounds (1) The result is 0 (inactive). The molecule is S(c1n2c3c(c(=O)n(N)c2nn1)cccc3)CC. (2) The drug is Clc1n(nc(c1/C=C\C(OCC(=O)NCC(F)(F)F)=O)C)Cc1c(Cl)cccc1Cl. The result is 0 (inactive).